This data is from CYP2D6 inhibition data for predicting drug metabolism from PubChem BioAssay. The task is: Regression/Classification. Given a drug SMILES string, predict its absorption, distribution, metabolism, or excretion properties. Task type varies by dataset: regression for continuous measurements (e.g., permeability, clearance, half-life) or binary classification for categorical outcomes (e.g., BBB penetration, CYP inhibition). Dataset: cyp2d6_veith. (1) The drug is Cc1ccc(C2Nc3ccccc3C(=O)N2Cc2ccco2)cc1. The result is 0 (non-inhibitor). (2) The compound is N[C@@H](C(=O)O)[C@H](CC(=O)O)c1ccc(Cl)cc1. The result is 1 (inhibitor). (3) The drug is Cn1cc(-c2nc3cnc(N4CCNCC4)nc3n(C)c2=O)c2ccccc21. The result is 0 (non-inhibitor). (4) The molecule is O=C(O)/C=C\c1ccc(O)c(O)c1. The result is 0 (non-inhibitor). (5) The drug is CCNc1ncc2nc(CCc3ccccc3)c(=O)n(Cc3cccc(OC)c3)c2n1. The result is 0 (non-inhibitor). (6) The molecule is CN(CCCCCCCCCCN(C)C(=O)Oc1ccccc1[N+](C)(C)C)C(=O)Oc1ccccc1[N+](C)(C)C. The result is 0 (non-inhibitor).